Dataset: Catalyst prediction with 721,799 reactions and 888 catalyst types from USPTO. Task: Predict which catalyst facilitates the given reaction. (1) Reactant: [F:1][C:2]([F:19])([C:15]([F:18])([F:17])[F:16])[C:3]([F:14])([F:13])[C:4]1[C:8]([N+:9]([O-])=O)=[C:7]([CH3:12])[NH:6][N:5]=1. Product: [F:19][C:2]([F:1])([C:15]([F:17])([F:18])[F:16])[C:3]([F:13])([F:14])[C:4]1[C:8]([NH2:9])=[C:7]([CH3:12])[NH:6][N:5]=1. The catalyst class is: 183. (2) Reactant: [F:1][C:2]1[CH:53]=[CH:52][C:51]([F:54])=[CH:50][C:3]=1[O:4][CH2:5][CH2:6][NH:7][C:8]([C:10]1[CH:15]=[CH:14][C:13]([CH:16]2[CH2:21][CH2:20][N:19]([C:22]([O:24][CH2:25][C:26]3[CH:31]=[CH:30][CH:29]=[CH:28][CH:27]=3)=[O:23])[CH2:18][CH:17]2[O:32][CH2:33][C:34]2[CH:35]=[CH:36][C:37]3[O:42][CH2:41][C:40](=O)[N:39]([CH2:44][CH2:45][CH2:46][O:47][CH3:48])[C:38]=3[CH:49]=2)=[CH:12][CH:11]=1)=O.B1C2CCCC1CCC2.C(CN)O. Product: [F:1][C:2]1[CH:53]=[CH:52][C:51]([F:54])=[CH:50][C:3]=1[O:4][CH2:5][CH2:6][NH:7][CH2:8][C:10]1[CH:15]=[CH:14][C:13]([CH:16]2[CH2:21][CH2:20][N:19]([C:22]([O:24][CH2:25][C:26]3[CH:27]=[CH:28][CH:29]=[CH:30][CH:31]=3)=[O:23])[CH2:18][CH:17]2[O:32][CH2:33][C:34]2[CH:35]=[CH:36][C:37]3[O:42][CH2:41][CH2:40][N:39]([CH2:44][CH2:45][CH2:46][O:47][CH3:48])[C:38]=3[CH:49]=2)=[CH:12][CH:11]=1. The catalyst class is: 7. (3) Reactant: C(O)(C(F)(F)F)=O.[CH2:8]([O:52][CH:53]1[C@H:57]2[C@H:58](OC3CCCCO3)[N:59](C(OC(C)(C)C)=O)[C:60]3[CH:67]=[C:66]([O:68][CH3:69])[CH:65]=[CH:64][C:61]=3[C:62](=[O:63])[N:56]2[CH2:55][CH2:54]1)[CH2:9][CH2:10][CH2:11][CH2:12][CH2:13][CH2:14][CH2:15][CH2:16][CH2:17][CH2:18][CH2:19][O:20][CH:21]1[C@H:25]2[C@H:26](OC3CCCCO3)[N:27](C(OC(C)(C)C)=O)[C:28]3[CH:35]=[C:34]([O:36][CH3:37])[CH:33]=[CH:32][C:29]=3[C:30](=[O:31])[N:24]2[CH2:23][CH2:22]1.C([O-])(O)=O.[Na+]. Product: [CH2:19]([O:20][CH:21]1[C@@H:25]2[CH:26]=[N:27][C:28]3[CH:35]=[C:34]([O:36][CH3:37])[CH:33]=[CH:32][C:29]=3[C:30](=[O:31])[N:24]2[CH2:23][CH2:22]1)[CH2:18][CH2:17][CH2:16][CH2:15][CH2:14][CH2:13][CH2:12][CH2:11][CH2:10][CH2:9][CH2:8][O:52][CH:53]1[C@@H:57]2[CH:58]=[N:59][C:60]3[CH:67]=[C:66]([O:68][CH3:69])[CH:65]=[CH:64][C:61]=3[C:62](=[O:63])[N:56]2[CH2:55][CH2:54]1. The catalyst class is: 254. (4) Reactant: [Br:1][C:2]1[CH:3]=[C:4]2[C:9](=[CH:10][CH:11]=1)[N:8]=[CH:7][C:6]([N+:12]([O-:14])=[O:13])=[C:5]2Cl.[NH2:16][C:17]1[CH:22]=[CH:21][C:20]([N:23]2[CH2:28][CH2:27][CH:26]([C:29]([O:31][CH3:32])=[O:30])[CH2:25][CH2:24]2)=[C:19]([C:33]([F:36])([F:35])[F:34])[CH:18]=1.C([O-])(O)=O.[Na+]. Product: [Br:1][C:2]1[CH:3]=[C:4]2[C:9](=[CH:10][CH:11]=1)[N:8]=[CH:7][C:6]([N+:12]([O-:14])=[O:13])=[C:5]2[NH:16][C:17]1[CH:22]=[CH:21][C:20]([N:23]2[CH2:28][CH2:27][CH:26]([C:29]([O:31][CH3:32])=[O:30])[CH2:25][CH2:24]2)=[C:19]([C:33]([F:36])([F:34])[F:35])[CH:18]=1. The catalyst class is: 225. (5) Reactant: [Li+].CC([N-]C(C)C)C.[C:9]([O:12][C:13]([CH3:16])([CH3:15])[CH3:14])(=[O:11])[CH3:10].[C:17]([C:20]1[C:21]([NH:26][C:27](=[O:32])[C:28]([CH3:31])([CH3:30])[CH3:29])=[N:22][CH:23]=[CH:24][CH:25]=1)(=[O:19])[CH3:18]. Product: [OH:19][C:17]([C:20]1[C:21]([NH:26][C:27](=[O:32])[C:28]([CH3:31])([CH3:30])[CH3:29])=[N:22][CH:23]=[CH:24][CH:25]=1)([CH3:18])[CH2:10][C:9]([O:12][C:13]([CH3:16])([CH3:15])[CH3:14])=[O:11]. The catalyst class is: 1. (6) Reactant: [Si]([O:8][CH2:9][C:10]1[CH:15]=[CH:14][N:13]=[C:12]([C:16]#[N:17])[CH:11]=1)(C(C)(C)C)(C)C.S(=O)(=O)(O)O. Product: [OH:8][CH2:9][C:10]1[CH:15]=[CH:14][N:13]=[C:12]([C:16]#[N:17])[CH:11]=1. The catalyst class is: 8. (7) Reactant: [CH2:1]([C:3]1[CH:4]=[C:5]([CH:8]=[C:9]([CH3:12])[C:10]=1[OH:11])[CH:6]=O)[CH3:2].Cl.[NH2:14]O. Product: [CH2:1]([C:3]1[CH:4]=[C:5]([CH:8]=[C:9]([CH3:12])[C:10]=1[OH:11])[C:6]#[N:14])[CH3:2]. The catalyst class is: 179.